This data is from NCI-60 drug combinations with 297,098 pairs across 59 cell lines. The task is: Regression. Given two drug SMILES strings and cell line genomic features, predict the synergy score measuring deviation from expected non-interaction effect. (1) Drug 1: CN1C(=O)N2C=NC(=C2N=N1)C(=O)N. Drug 2: CC1=C2C(C(=O)C3(C(CC4C(C3C(C(C2(C)C)(CC1OC(=O)C(C(C5=CC=CC=C5)NC(=O)C6=CC=CC=C6)O)O)OC(=O)C7=CC=CC=C7)(CO4)OC(=O)C)O)C)OC(=O)C. Cell line: MDA-MB-435. Synergy scores: CSS=2.87, Synergy_ZIP=-4.03, Synergy_Bliss=-7.49, Synergy_Loewe=-54.3, Synergy_HSA=-9.78. (2) Drug 1: C(=O)(N)NO. Drug 2: C1CN(CCN1C(=O)CCBr)C(=O)CCBr. Cell line: CAKI-1. Synergy scores: CSS=14.3, Synergy_ZIP=1.61, Synergy_Bliss=8.15, Synergy_Loewe=-5.35, Synergy_HSA=0.911. (3) Drug 1: CC(C)(C#N)C1=CC(=CC(=C1)CN2C=NC=N2)C(C)(C)C#N. Drug 2: CCC1=C2CN3C(=CC4=C(C3=O)COC(=O)C4(CC)O)C2=NC5=C1C=C(C=C5)O. Cell line: NCI/ADR-RES. Synergy scores: CSS=19.9, Synergy_ZIP=-1.28, Synergy_Bliss=1.68, Synergy_Loewe=-31.2, Synergy_HSA=1.69.